Dataset: Forward reaction prediction with 1.9M reactions from USPTO patents (1976-2016). Task: Predict the product of the given reaction. Given the reactants [C:1]([O:5][C:6]([NH:8][CH2:9][CH2:10][CH:11]([OH:15])[C:12]([OH:14])=[O:13])=[O:7])([CH3:4])([CH3:3])[CH3:2].[CH3:16]CN=C=NCCCN(C)C.C1C=CC2N(O)N=NC=2C=1.CCN(C(C)C)C(C)C, predict the reaction product. The product is: [C:1]([O:5][C:6]([NH:8][CH2:9][CH2:10][CH:11]([OH:15])[C:12]([O:14][CH3:16])=[O:13])=[O:7])([CH3:4])([CH3:2])[CH3:3].